From a dataset of Forward reaction prediction with 1.9M reactions from USPTO patents (1976-2016). Predict the product of the given reaction. Given the reactants [F:1][C:2]1[C:10]2[NH:9][C:8]3[CH2:11][CH2:12][N:13]4[C@@H:17]([C:7]=3[C:6]=2[CH:5]=[C:4]([CH3:18])[CH:3]=1)[CH2:16][CH2:15][CH2:14]4.[H-].[Na+].[CH3:21][C:22]1([C:25]2[CH:26]=[N:27][CH:28]=[CH:29][CH:30]=2)[CH2:24][O:23]1, predict the reaction product. The product is: [F:1][C:2]1[C:10]2[N:9]([CH2:21][C:22]([C:25]3[CH:26]=[N:27][CH:28]=[CH:29][CH:30]=3)([OH:23])[CH3:24])[C:8]3[CH2:11][CH2:12][N:13]4[C@@H:17]([C:7]=3[C:6]=2[CH:5]=[C:4]([CH3:18])[CH:3]=1)[CH2:16][CH2:15][CH2:14]4.